Dataset: Reaction yield outcomes from USPTO patents with 853,638 reactions. Task: Predict the reaction yield, written as a fraction of the theoretical maximum amount of product (1.0 means a 100% yield; for example, 0.34 means a 34% yield). The reactants are [F:1][C:2]1[CH:7]=[C:6]([NH:8][C:9]([O:11][C:12]2[CH:17]=[CH:16][CH:15]=[CH:14][CH:13]=2)=[O:10])[CH:5]=[CH:4][C:3]=1[CH:18]([C:23](OC)=[O:24])[C:19](OC)=[O:20].[BH4-].[Na+].[Cl-].[Li+]. The catalyst is C(O)C.C1COCC1. The product is [OH:24][CH2:23][CH:18]([C:3]1[CH:4]=[CH:5][C:6]([NH:8][C:9](=[O:10])[O:11][C:12]2[CH:17]=[CH:16][CH:15]=[CH:14][CH:13]=2)=[CH:7][C:2]=1[F:1])[CH2:19][OH:20]. The yield is 0.190.